The task is: Predict which catalyst facilitates the given reaction.. This data is from Catalyst prediction with 721,799 reactions and 888 catalyst types from USPTO. (1) Reactant: [Cr](Cl)([O-])(=O)=O.[NH+]1C=CC=CC=1.[C:12]([C:14]1[CH:35]=[CH:34][C:17]([CH2:18][CH:19]([CH2:32][OH:33])[CH2:20][CH2:21][C:22]2[CH:31]=[CH:30][C:25]([C:26]([O:28][CH3:29])=[O:27])=[CH:24][CH:23]=2)=[CH:16][CH:15]=1)#[N:13]. Product: [C:12]([C:14]1[CH:15]=[CH:16][C:17]([CH2:18][CH:19]([CH:32]=[O:33])[CH2:20][CH2:21][C:22]2[CH:23]=[CH:24][C:25]([C:26]([O:28][CH3:29])=[O:27])=[CH:30][CH:31]=2)=[CH:34][CH:35]=1)#[N:13]. The catalyst class is: 4. (2) Reactant: [Cl:1][C:2]1[CH:7]=[CH:6][CH:5]=[CH:4][C:3]=1[C:8]([C:10]1[N:20]([C:21]2[N:22]([CH3:27])[N:23]=[C:24]([CH3:26])[CH:25]=2)[C:13]2[N:14]=[C:15](SC)[N:16]=[CH:17][C:12]=2[CH:11]=1)=[O:9].O[O:29][S:30]([O-:32])=O.[K+].S([O-])(O[O-])(=O)=O.[K+].[K+].[C:42]([O-])(O)=O.[Na+]. Product: [Cl:1][C:2]1[CH:7]=[CH:6][CH:5]=[CH:4][C:3]=1[C:8]([C:10]1[N:20]([C:21]2[N:22]([CH3:27])[N:23]=[C:24]([CH3:26])[CH:25]=2)[C:13]2[N:14]=[C:15]([S:30]([CH3:42])(=[O:32])=[O:29])[N:16]=[CH:17][C:12]=2[CH:11]=1)=[O:9]. The catalyst class is: 278. (3) Reactant: [CH3:1][C:2]1[CH:3]=[CH:4][C:5]2[O:9][C:8](=[O:10])[NH:7][C:6]=2[CH:11]=1.[C:12](=O)([O-])[O-].[K+].[K+].S(OC)(OC)(=O)=O.C(OCC)C. Product: [CH3:12][N:7]1[C:6]2[CH:11]=[C:2]([CH3:1])[CH:3]=[CH:4][C:5]=2[O:9][C:8]1=[O:10]. The catalyst class is: 21.